From a dataset of Peptide-MHC class II binding affinity with 134,281 pairs from IEDB. Regression. Given a peptide amino acid sequence and an MHC pseudo amino acid sequence, predict their binding affinity value. This is MHC class II binding data. (1) The peptide sequence is FAVGLLFRRLTSREI. The MHC is DRB1_1101 with pseudo-sequence DRB1_1101. The binding affinity (normalized) is 0.985. (2) The peptide sequence is GSDEKNLALSIKYNK. The MHC is DRB1_0401 with pseudo-sequence DRB1_0401. The binding affinity (normalized) is 0.271. (3) The peptide sequence is KPLLIAEDVEGEY. The MHC is DRB1_0101 with pseudo-sequence DRB1_0101. The binding affinity (normalized) is 0.158. (4) The peptide sequence is EGRRAKLRSAGEVEI. The MHC is HLA-DPA10201-DPB10101 with pseudo-sequence HLA-DPA10201-DPB10101. The binding affinity (normalized) is 0.0925. (5) The peptide sequence is INKWQVVAPQLPADL. The MHC is DRB1_0802 with pseudo-sequence DRB1_0802. The binding affinity (normalized) is 0.319. (6) The peptide sequence is RLKGESRKTFVELMR. The MHC is DRB1_1302 with pseudo-sequence DRB1_1302. The binding affinity (normalized) is 0. (7) The binding affinity (normalized) is 0.462. The peptide sequence is DDIKATYDKGILTVS. The MHC is DRB1_0701 with pseudo-sequence DRB1_0701.